Predict the product of the given reaction. From a dataset of Forward reaction prediction with 1.9M reactions from USPTO patents (1976-2016). (1) Given the reactants [Br:1][C:2]1[CH:3]=[C:4]([C:8]([F:11])=[CH:9][N:10]=1)[C:5]([OH:7])=O.S(Cl)(Cl)=O.[CH3:16][N:17]([CH3:25])[CH:18]=[CH:19][C:20]([O:22][CH2:23][CH3:24])=[O:21].C(N(CC)CC)C, predict the reaction product. The product is: [Br:1][C:2]1[CH:3]=[C:4]([C:8]([F:11])=[CH:9][N:10]=1)[C:5]([C:19](=[CH:18][N:17]([CH3:25])[CH3:16])[C:20]([O:22][CH2:23][CH3:24])=[O:21])=[O:7]. (2) Given the reactants [CH3:1][C:2]1[CH:7]=[CH:6][CH:5]=[CH:4][C:3]=1[NH:8][S:9]([CH3:12])(=[O:11])=[O:10].[Cl-].[Al+3].[Cl-].[Cl-].[C:17](Cl)(=[O:19])[CH3:18].Cl, predict the reaction product. The product is: [C:17]([C:6]1[CH:5]=[CH:4][C:3]([NH:8][S:9]([CH3:12])(=[O:11])=[O:10])=[C:2]([CH3:1])[CH:7]=1)(=[O:19])[CH3:18]. (3) Given the reactants [CH2:1]([OH:5])[CH2:2][CH:3]=[CH2:4].[O:6]1[CH2:10][CH2:9][CH:8]([CH:11]=[O:12])[CH2:7]1.C(O)(C(F)(F)F)=O, predict the reaction product. The product is: [O:5]1[CH2:4][CH2:3][CH:2]([CH:10]2[CH2:9][CH:11]([OH:12])[CH2:8][CH2:7][O:6]2)[CH2:1]1. (4) Given the reactants [NH2:1][C:2]1[N:6]([CH2:7][CH3:8])[N:5]=[CH:4][CH:3]=1.[C:9]([C:12](=[CH:18][C:19]1[CH:24]=[CH:23][CH:22]=[C:21]([Cl:25])[CH:20]=1)[C:13]([O:15][CH2:16][CH3:17])=[O:14])(=O)[CH3:10], predict the reaction product. The product is: [Cl:25][C:21]1[CH:20]=[C:19]([CH:18]2[C:12]([C:13]([O:15][CH2:16][CH3:17])=[O:14])=[C:9]([CH3:10])[NH:1][C:2]3[N:6]([CH2:7][CH3:8])[N:5]=[CH:4][C:3]2=3)[CH:24]=[CH:23][CH:22]=1. (5) Given the reactants C([O:3][C:4]([C:6]1[N:7]=[C:8]([C:11]2[CH:15]=[C:14]([CH3:16])[O:13][N:12]=2)[S:9][CH:10]=1)=[O:5])C.O.[OH-].[Li+].Cl, predict the reaction product. The product is: [CH3:16][C:14]1[O:13][N:12]=[C:11]([C:8]2[S:9][CH:10]=[C:6]([C:4]([OH:5])=[O:3])[N:7]=2)[CH:15]=1. (6) Given the reactants [CH:1]1([CH2:4][O:5][C:6]2[CH:13]=[C:12]([O:14][CH3:15])[C:11]([C:16]3[S:17][CH:18]=[CH:19][CH:20]=3)=[CH:10][C:7]=2[CH:8]=O)[CH2:3][CH2:2]1.[C:21]([C:24]1[CH:32]=[CH:31][C:27]([C:28]([OH:30])=[O:29])=[CH:26][CH:25]=1)(=[O:23])[CH3:22], predict the reaction product. The product is: [CH:1]1([CH2:4][O:5][C:6]2[CH:13]=[C:12]([O:14][CH3:15])[C:11]([C:16]3[S:17][CH:18]=[CH:19][CH:20]=3)=[CH:10][C:7]=2/[CH:8]=[CH:22]/[C:21]([C:24]2[CH:32]=[CH:31][C:27]([C:28]([OH:30])=[O:29])=[CH:26][CH:25]=2)=[O:23])[CH2:3][CH2:2]1. (7) The product is: [CH3:1][O:2][C:3]1[CH:17]=[CH:16][C:6]([O:7][C:8]2[CH:15]=[CH:14][C:11]([CH2:12][NH2:13])=[CH:10][CH:9]=2)=[CH:5][CH:4]=1. Given the reactants [CH3:1][O:2][C:3]1[CH:17]=[CH:16][C:6]([O:7][C:8]2[CH:15]=[CH:14][C:11]([C:12]#[N:13])=[CH:10][CH:9]=2)=[CH:5][CH:4]=1.[H-].[Al+3].[Li+].[H-].[H-].[H-].C1COCC1.[OH-].[Na+], predict the reaction product. (8) Given the reactants [O:1]1[CH:5]=[CH:4][N:3]=[CH:2]1.[Li]CCCC.I[C:12]1[CH:17]=[CH:16][C:15]([C:18]2([OH:28])[CH2:27][CH2:26][C:21]3(OCC[O:22]3)[CH2:20][CH2:19]2)=[CH:14][CH:13]=1, predict the reaction product. The product is: [OH:28][C:18]1([C:15]2[CH:16]=[CH:17][C:12]([C:2]3[O:1][CH:5]=[CH:4][N:3]=3)=[CH:13][CH:14]=2)[CH2:19][CH2:20][C:21](=[O:22])[CH2:26][CH2:27]1. (9) Given the reactants [CH3:1][C:2]([CH3:6])=[CH:3][CH:4]=O.[CH3:7][O:8][CH2:9][CH2:10][NH2:11].[C:12]1(=[O:23])[O:18][C:16](=O)[C:15]2=[CH:19][CH:20]=[CH:21][CH:22]=[C:14]2[CH2:13]1.[CH3:24][O:25][C:26]1[CH:27]=[C:28]([CH:30]=[CH:31][CH:32]=1)[NH2:29], predict the reaction product. The product is: [CH3:7][O:8][CH2:9][CH2:10][N:11]1[CH:4]([CH:3]=[C:2]([CH3:6])[CH3:1])[CH:13]([C:12]([NH:29][C:28]2[CH:30]=[CH:31][CH:32]=[C:26]([O:25][CH3:24])[CH:27]=2)=[O:23])[C:14]2[C:15](=[CH:19][CH:20]=[CH:21][CH:22]=2)[C:16]1=[O:18].